The task is: Predict the product of the given reaction.. This data is from Forward reaction prediction with 1.9M reactions from USPTO patents (1976-2016). (1) Given the reactants Br[CH2:2][C:3]1[CH:4]=[C:5]([C:9]2[CH:13]=[C:12]([CH2:14][CH:15]([CH3:17])[CH3:16])[S:11][C:10]=2[S:18]([NH:21][C:22]([CH3:25])([CH3:24])[CH3:23])(=[O:20])=[O:19])[CH:6]=[CH:7][CH:8]=1.[N:26]1[C:30]2[CH:31]=[CH:32][CH:33]=[CH:34][C:29]=2[NH:28][CH:27]=1, predict the reaction product. The product is: [N:26]1([CH2:2][C:3]2[CH:4]=[C:5]([C:9]3[CH:13]=[C:12]([CH2:14][CH:15]([CH3:17])[CH3:16])[S:11][C:10]=3[S:18]([NH:21][C:22]([CH3:25])([CH3:24])[CH3:23])(=[O:20])=[O:19])[CH:6]=[CH:7][CH:8]=2)[C:30]2[CH:31]=[CH:32][CH:33]=[CH:34][C:29]=2[N:28]=[CH:27]1. (2) Given the reactants [CH3:1][C:2]1[CH:20]=[CH:19][CH:18]=[C:17]([CH3:21])[C:3]=1[CH2:4][O:5][C:6]1[CH:7]=[C:8]([C:12]2([CH:15]=[O:16])[CH2:14][CH2:13]2)[CH:9]=[CH:10][CH:11]=1.CC(C)=[O:24].OS(O)(=O)=O.O=[Cr](=O)=O, predict the reaction product. The product is: [CH3:1][C:2]1[CH:20]=[CH:19][CH:18]=[C:17]([CH3:21])[C:3]=1[CH2:4][O:5][C:6]1[CH:7]=[C:8]([C:12]2([C:15]([OH:24])=[O:16])[CH2:14][CH2:13]2)[CH:9]=[CH:10][CH:11]=1. (3) Given the reactants [Cl:1][C:2]1[CH:7]=[CH:6][C:5]([C:8]2([OH:41])[CH2:13][CH2:12][N:11]([CH2:14][CH2:15][CH:16]=[C:17]3[C:23]4[CH:24]=[CH:25][CH:26]=[N:27][C:22]=4[CH2:21][O:20][C:19]4[CH:28]=[CH:29][C:30]([O:32][C:33]([CH3:38])([CH3:37])[C:34](O)=[O:35])=[CH:31][C:18]3=4)[CH2:10][C:9]2([CH3:40])[CH3:39])=[CH:4][CH:3]=1.Cl.C[N:44](C)CCCN=C=NCC.ON1C2C=CC=CC=2N=N1.[OH-].[NH4+], predict the reaction product. The product is: [Cl:1][C:2]1[CH:7]=[CH:6][C:5]([C:8]2([OH:41])[CH2:13][CH2:12][N:11]([CH2:14][CH2:15][CH:16]=[C:17]3[C:23]4[CH:24]=[CH:25][CH:26]=[N:27][C:22]=4[CH2:21][O:20][C:19]4[CH:28]=[CH:29][C:30]([O:32][C:33]([CH3:38])([CH3:37])[C:34]([NH2:44])=[O:35])=[CH:31][C:18]3=4)[CH2:10][C:9]2([CH3:39])[CH3:40])=[CH:4][CH:3]=1. (4) The product is: [CH2:10]([O:17][CH2:18][CH:19]=[C:2]([C:1]([O:8][CH3:9])=[O:7])[C:3]([O:5][CH3:6])=[O:4])[C:11]1[CH:16]=[CH:15][CH:14]=[CH:13][CH:12]=1. Given the reactants [C:1]([O:8][CH3:9])(=[O:7])[CH2:2][C:3]([O:5][CH3:6])=[O:4].[CH2:10]([O:17][CH2:18][CH:19]=O)[C:11]1[CH:16]=[CH:15][CH:14]=[CH:13][CH:12]=1.N1C=CC=CC=1, predict the reaction product.